Dataset: Ames mutagenicity test results for genotoxicity prediction. Task: Regression/Classification. Given a drug SMILES string, predict its toxicity properties. Task type varies by dataset: regression for continuous values (e.g., LD50, hERG inhibition percentage) or binary classification for toxic/non-toxic outcomes (e.g., AMES mutagenicity, cardiotoxicity, hepatotoxicity). Dataset: ames. (1) The compound is O=NN1CCCCC1. The result is 1 (mutagenic). (2) The compound is Cc1ccc(S(=O)(=O)NN)cc1. The result is 1 (mutagenic). (3) The molecule is CC(Oc1ccc(Cl)cc1Cl)C(=O)O. The result is 0 (non-mutagenic). (4) The drug is CC(=O)Nc1cc2c(cc1Cl)-c1ccccc1C2. The result is 1 (mutagenic).